From a dataset of Full USPTO retrosynthesis dataset with 1.9M reactions from patents (1976-2016). Predict the reactants needed to synthesize the given product. (1) Given the product [Cl:1][CH:2]([CH3:27])[CH:3]([NH:15][C:16]([CH:18]1[CH2:22][C:21]([F:26])([CH2:23][CH2:24][CH3:25])[CH2:20][N:19]1[CH2:28][CH2:29][OH:30])=[O:17])[CH:4]1[CH:9]([OH:10])[CH:8]([OH:11])[CH:7]([OH:12])[CH:6]([S:13][CH3:14])[O:5]1, predict the reactants needed to synthesize it. The reactants are: [Cl:1][CH:2]([CH3:27])[CH:3]([NH:15][C:16]([CH:18]1[CH2:22][C:21]([F:26])([CH2:23][CH2:24][CH3:25])[CH2:20][NH:19]1)=[O:17])[CH:4]1[CH:9]([OH:10])[CH:8]([OH:11])[CH:7]([OH:12])[CH:6]([S:13][CH3:14])[O:5]1.[CH2:28]1[O:30][CH2:29]1. (2) Given the product [Si:19]([O:1][CH:2]1[CH2:5][N:4]([C:6]2[O:7][CH:8]=[C:9]([C:11]([O:13][CH3:14])=[O:12])[N:10]=2)[CH2:3]1)([C:15]([CH3:18])([CH3:17])[CH3:16])([C:26]1[CH:27]=[CH:28][CH:29]=[CH:30][CH:31]=1)[C:20]1[CH:25]=[CH:24][CH:23]=[CH:22][CH:21]=1, predict the reactants needed to synthesize it. The reactants are: [OH:1][CH:2]1[CH2:5][N:4]([C:6]2[O:7][CH:8]=[C:9]([C:11]([O:13][CH3:14])=[O:12])[N:10]=2)[CH2:3]1.[C:15]([SiH:19]([C:26]1[CH:31]=[CH:30][CH:29]=[CH:28][CH:27]=1)[C:20]1[CH:25]=[CH:24][CH:23]=[CH:22][CH:21]=1)([CH3:18])([CH3:17])[CH3:16].N1C=CN=C1.CO.